This data is from Full USPTO retrosynthesis dataset with 1.9M reactions from patents (1976-2016). The task is: Predict the reactants needed to synthesize the given product. (1) Given the product [Cl:1][C:2]1[CH:7]=[CH:6][C:5]([N:23]2[CH2:22][CH2:21][CH:20]([NH:19][C:17](=[O:18])[O:16][C:13]([CH3:14])([CH3:12])[CH3:15])[CH2:25][CH2:24]2)=[C:4]([N+:9]([O-:11])=[O:10])[CH:3]=1, predict the reactants needed to synthesize it. The reactants are: [Cl:1][C:2]1[CH:7]=[CH:6][C:5](F)=[C:4]([N+:9]([O-:11])=[O:10])[CH:3]=1.[CH3:12][C:13]([O:16][C:17]([NH:19][CH:20]1[CH2:25][CH2:24][NH:23][CH2:22][CH2:21]1)=[O:18])([CH3:15])[CH3:14]. (2) Given the product [F:1][C:2]1[CH:3]=[C:4]([C:12]2[CH:17]=[CH:16][CH:15]=[CH:14][CH:13]=2)[CH:5]=[C:6]([N+:8]([O-:10])=[O:9])[CH:7]=1, predict the reactants needed to synthesize it. The reactants are: [F:1][C:2]1[CH:7]=[C:6]([N+:8]([O-:10])=[O:9])[CH:5]=[C:4](I)[CH:3]=1.[C:12]1(B(O)O)[CH:17]=[CH:16][CH:15]=[CH:14][CH:13]=1.C1(C)C=CC=CC=1P(C1C=CC=CC=1C)C1C=CC=CC=1C.C(=O)([O-])[O-].[Na+].[Na+]. (3) Given the product [CH3:1][N:2]([CH2:3][CH2:4][N:5]1[C:11]2[CH:12]=[CH:13][CH:14]=[CH:15][C:10]=2[CH2:9][O:8][C:7]2[CH:16]=[CH:17][CH:18]=[CH:19][C:6]1=2)[CH2:25][CH2:26][C:27]1[CH:32]=[CH:31][CH:30]=[C:29]([N:33]2[CH2:37][CH2:36][CH2:35][CH2:34]2)[CH:28]=1, predict the reactants needed to synthesize it. The reactants are: [CH3:1][NH:2][CH2:3][CH2:4][N:5]1[C:11]2[CH:12]=[CH:13][CH:14]=[CH:15][C:10]=2[CH2:9][O:8][C:7]2[CH:16]=[CH:17][CH:18]=[CH:19][C:6]1=2.S(O[CH2:25][CH2:26][C:27]1[CH:32]=[CH:31][CH:30]=[C:29]([N:33]2[CH2:37][CH2:36][CH2:35][CH2:34]2)[CH:28]=1)(=O)(=O)C.C(=O)([O-])[O-].[Na+].[Na+].[I-].[Na+]. (4) Given the product [N+:22]([C:25]1[CH:32]=[CH:31][CH:30]=[CH:29][C:26]=1[CH2:27][NH:1][C@@H:2]([CH3:21])[CH2:3][O:4][C:5]1[CH:20]=[CH:19][C:8]([C:9]([O:11][CH2:12][C:13]2[CH:14]=[CH:15][CH:16]=[CH:17][CH:18]=2)=[O:10])=[CH:7][CH:6]=1)([O-:24])=[O:23], predict the reactants needed to synthesize it. The reactants are: [NH2:1][C@@H:2]([CH3:21])[CH2:3][O:4][C:5]1[CH:20]=[CH:19][C:8]([C:9]([O:11][CH2:12][C:13]2[CH:18]=[CH:17][CH:16]=[CH:15][CH:14]=2)=[O:10])=[CH:7][CH:6]=1.[N+:22]([C:25]1[CH:32]=[CH:31][CH:30]=[CH:29][C:26]=1[CH:27]=O)([O-:24])=[O:23].[BH3-]C#N.[Na+]. (5) Given the product [CH3:13][O:14][CH2:2][C:3]1[CH:12]=[CH:11][C:6]([C:7]([O:9][CH3:10])=[O:8])=[CH:5][N:4]=1, predict the reactants needed to synthesize it. The reactants are: Br[CH2:2][C:3]1[CH:12]=[CH:11][C:6]([C:7]([O:9][CH3:10])=[O:8])=[CH:5][N:4]=1.[CH3:13][O-:14].[Na+].[Na].